Dataset: Retrosynthesis with 50K atom-mapped reactions and 10 reaction types from USPTO. Task: Predict the reactants needed to synthesize the given product. (1) Given the product CCOC(=O)COC1CCNCC1, predict the reactants needed to synthesize it. The reactants are: CCOC(=O)COC1CCN(Cc2ccccc2)CC1. (2) Given the product CC(C)(C)OC(=O)CN1CC(c2cccs2)SCC(NC(CCc2ccccc2)C(=O)OCc2ccccc2)C1=O, predict the reactants needed to synthesize it. The reactants are: CC(C)(C)OC(=O)CN1CC(c2cccs2)SCC(N)C1=O.O=C(OCc1ccccc1)C(Br)CCc1ccccc1. (3) Given the product CSc1cccc2c1ccc1nc3cccc(C(=O)NCCN(C)C)c3nc12, predict the reactants needed to synthesize it. The reactants are: CN(C)CCN.CSc1cccc2c1ccc1nc3cccc(C(=O)O)c3nc12. (4) Given the product OCc1cc2cc(C#Cc3ccc(-c4ccc(Cl)cc4)cn3)ccc2s1, predict the reactants needed to synthesize it. The reactants are: O=C(O)c1cc2cc(C#Cc3ccc(-c4ccc(Cl)cc4)cn3)ccc2s1. (5) The reactants are: CCc1ccc(C=O)cc1.NC1CCN(CCn2c(=O)cnc3ccc(F)cc32)CC1. Given the product CCc1ccc(CNC2CCN(CCn3c(=O)cnc4ccc(F)cc43)CC2)cc1, predict the reactants needed to synthesize it. (6) Given the product CCCCc1nc2c(N)nc3ccccc3c2n1CCCN(Cc1cccc(CC(=O)OC)c1)C1CCN(C)CC1, predict the reactants needed to synthesize it. The reactants are: CCCCc1nc2c(N)nc3ccccc3c2n1CCCNC1CCN(C)CC1.COC(=O)Cc1cccc(C=O)c1.